Dataset: Tyrosyl-DNA phosphodiesterase HTS with 341,365 compounds. Task: Binary Classification. Given a drug SMILES string, predict its activity (active/inactive) in a high-throughput screening assay against a specified biological target. (1) The molecule is O(CC(=O)Nc1ccc(OC)cc1)C(=O)/C=C\c1c([N+]([O-])=O)cccc1. The result is 0 (inactive). (2) The result is 0 (inactive). The compound is S\1C(CC(=O)Nc2c(OCC)cccc2)C(=O)N(C1=N\CC)CC. (3) The compound is o1\c([nH]c2c1cccc2)=C1/C=C(NC(=O)c2cc3OCCOc3cc2)C=C(C1=O)C. The result is 0 (inactive). (4) The drug is S(=O)(=O)(NCCCC)c1ccc(NC(=O)c2c(noc2C)c2ccccc2)cc1. The result is 0 (inactive). (5) The drug is s1\c(n(N\C=C2\C(O)=C(O)C(=O)C=C2)c(c2sccc2)c1)=N/CCOC. The result is 0 (inactive). (6) The result is 0 (inactive). The drug is O(C1CCN(CC1)Cc1c(cccc1)C)c1ccc(C(=O)N2CCCC2)cc1. (7) The molecule is Brc1ccc(OCCOC(=O)c2nn3c(cc(nc3n2)C)C)cc1. The result is 0 (inactive). (8) The molecule is O1N=C(CC1Cn1nc(cc1c1ccccc1)C(=O)NCc1c(OC)cccc1)c1ccc(OC)cc1. The result is 0 (inactive). (9) The compound is O=C(c1cc2c([nH]nc2nc1)C)c1c(O)cccc1. The result is 0 (inactive). (10) The drug is Fc1c(C(OCC(=O)c2[nH]ccc2)=O)c(F)ccc1. The result is 0 (inactive).